Dataset: Full USPTO retrosynthesis dataset with 1.9M reactions from patents (1976-2016). Task: Predict the reactants needed to synthesize the given product. (1) Given the product [Cl:3][C:4]1[CH:9]=[C:8]([Cl:10])[CH:7]=[CH:6][C:5]=1[N:11]1[C:17]2=[N:18][C:19]3[C:20](=[C:21]([N:25]([CH2:28][CH3:29])[CH2:26][CH3:27])[CH:22]=[CH:23][CH:24]=3)[N:16]2[CH2:15][CH:14]([O:30][CH3:33])[CH2:13][CH2:12]1, predict the reactants needed to synthesize it. The reactants are: [H-].[Na+].[Cl:3][C:4]1[CH:9]=[C:8]([Cl:10])[CH:7]=[CH:6][C:5]=1[N:11]1[C:17]2=[N:18][C:19]3[CH:24]=[CH:23][CH:22]=[C:21]([N:25]([CH2:28][CH3:29])[CH2:26][CH3:27])[C:20]=3[N:16]2[CH2:15][CH:14]([OH:30])[CH2:13][CH2:12]1.CI.[C:33](OCC)(=O)C. (2) The reactants are: [N:1]([CH:4]1[C:12]2[CH:11]=[C:10]([C:13]3[C:22]([CH3:23])=[C:21]4[C:16]([C:17](=[O:28])[NH:18][C:19](=[O:27])[N:20]4[CH:24]4[CH2:26][CH2:25]4)=[CH:15][C:14]=3[F:29])[S:9][C:8]=2[CH2:7][CH2:6][C:5]1([F:31])[F:30])=[N+]=[N-].[C:32](O[C:32]([O:34][C:35]([CH3:38])([CH3:37])[CH3:36])=[O:33])([O:34][C:35]([CH3:38])([CH3:37])[CH3:36])=[O:33].C([SiH](CC)CC)C. Given the product [C:35]([O:34][C:32](=[O:33])[NH:1][CH:4]1[C:12]2[CH:11]=[C:10]([C:13]3[C:22]([CH3:23])=[C:21]4[C:16]([C:17](=[O:28])[NH:18][C:19](=[O:27])[N:20]4[CH:24]4[CH2:26][CH2:25]4)=[CH:15][C:14]=3[F:29])[S:9][C:8]=2[CH2:7][CH2:6][C:5]1([F:31])[F:30])([CH3:38])([CH3:37])[CH3:36], predict the reactants needed to synthesize it. (3) Given the product [CH3:21][O:22][N:23]=[C:11]([CH3:12])[CH2:10][C:3]1[C:2]([Cl:1])=[CH:7][C:6]([Cl:8])=[CH:5][C:4]=1[Cl:9], predict the reactants needed to synthesize it. The reactants are: [Cl:1][C:2]1[CH:7]=[C:6]([Cl:8])[CH:5]=[C:4]([Cl:9])[C:3]=1[CH2:10][C:11](=O)[CH3:12].N1C=CC=CC=1.Cl.[CH3:21][O:22][NH2:23]. (4) Given the product [CH3:37][O:36][C:32]1[CH:31]=[C:27]([CH:26]=[C:25]([O:24][CH3:23])[C:33]=1[O:34][CH3:35])[C:28]([NH:22][C:11]1[S:12][C:13]([CH2:14][CH2:15][C:16]2[CH:17]=[CH:18][CH:19]=[CH:20][CH:21]=2)=[C:9]([C:6]2[CH:5]=[CH:4][C:3]([O:2][CH3:1])=[CH:8][CH:7]=2)[N:10]=1)=[O:29], predict the reactants needed to synthesize it. The reactants are: [CH3:1][O:2][C:3]1[CH:8]=[CH:7][C:6]([C:9]2[N:10]=[C:11]([NH2:22])[S:12][C:13]=2[CH2:14][CH2:15][C:16]2[CH:21]=[CH:20][CH:19]=[CH:18][CH:17]=2)=[CH:5][CH:4]=1.[CH3:23][O:24][C:25]1[CH:26]=[C:27]([CH:31]=[C:32]([O:36][CH3:37])[C:33]=1[O:34][CH3:35])[C:28](Cl)=[O:29]. (5) Given the product [OH:11][CH2:10][C@@H:9]([NH:8][C:4]1[N:5]=[CH:6][NH:7][C:2](=[O:37])[C:3]=1[C:19]1[NH:23][C:22]2[CH:24]=[C:25]([N:29]3[CH:33]=[CH:32][N:31]=[CH:30]3)[CH:26]=[C:27]([CH3:28])[C:21]=2[N:20]=1)[CH2:12][C:13]1[CH:14]=[CH:15][CH:16]=[CH:17][CH:18]=1, predict the reactants needed to synthesize it. The reactants are: Cl[C:2]1[N:7]=[CH:6][N:5]=[C:4]([NH:8][C@@H:9]([CH2:12][C:13]2[CH:18]=[CH:17][CH:16]=[CH:15][CH:14]=2)[CH2:10][OH:11])[C:3]=1[C:19]1[NH:23][C:22]2[CH:24]=[C:25]([N:29]3[CH:33]=[CH:32][N:31]=[CH:30]3)[CH:26]=[C:27]([CH3:28])[C:21]=2[N:20]=1.N.C(O)(=[O:37])C. (6) Given the product [CH2:39]([S:46][C:47]([CH3:55])([CH:50]([O:51][CH3:52])[O:53][CH3:54])[CH2:48][NH:49][C:26]([C:10]1[NH:11][C:12]2[C:8]([CH:9]=1)=[CH:7][C:6]([O:5][CH2:4][CH2:3][O:2][CH3:1])=[CH:14][C:13]=2[N:15]([CH3:25])[S:16]([C:19]1[CH:24]=[CH:23][CH:22]=[CH:21][N:20]=1)(=[O:18])=[O:17])=[O:27])[C:40]1[CH:45]=[CH:44][CH:43]=[CH:42][CH:41]=1, predict the reactants needed to synthesize it. The reactants are: [CH3:1][O:2][CH2:3][CH2:4][O:5][C:6]1[CH:7]=[C:8]2[C:12](=[C:13]([N:15]([CH3:25])[S:16]([C:19]3[CH:24]=[CH:23][CH:22]=[CH:21][N:20]=3)(=[O:18])=[O:17])[CH:14]=1)[NH:11][C:10]([C:26](O)=[O:27])=[CH:9]2.N1(O)C2C=CC=CC=2N=N1.[CH2:39]([S:46][C:47]([CH3:55])([CH:50]([O:53][CH3:54])[O:51][CH3:52])[CH2:48][NH2:49])[C:40]1[CH:45]=[CH:44][CH:43]=[CH:42][CH:41]=1.Cl.CN(C)CCCN=C=NCC. (7) Given the product [CH:16]1([NH:15][S:12]([C:8]2[C:9]3[CH:10]=[CH:11][C:2]([CH:28]4[CH2:30][CH2:29]4)=[N:3][C:4]=3[CH:5]=[C:6]([C:21]3[C:22]([CH3:27])=[N:23][O:24][C:25]=3[CH3:26])[CH:7]=2)(=[O:14])=[O:13])[CH2:20][CH2:19][CH2:18][CH2:17]1, predict the reactants needed to synthesize it. The reactants are: Cl[C:2]1[CH:11]=[CH:10][C:9]2[C:8]([S:12]([NH:15][CH:16]3[CH2:20][CH2:19][CH2:18][CH2:17]3)(=[O:14])=[O:13])=[CH:7][C:6]([C:21]3[C:22]([CH3:27])=[N:23][O:24][C:25]=3[CH3:26])=[CH:5][C:4]=2[N:3]=1.[CH:28]1(B(O)O)[CH2:30][CH2:29]1.C(=O)([O-])[O-].[K+].[K+].